This data is from Reaction yield outcomes from USPTO patents with 853,638 reactions. The task is: Predict the reaction yield, written as a fraction of the theoretical maximum amount of product (1.0 means a 100% yield; for example, 0.34 means a 34% yield). (1) The reactants are [NH:1]1[CH:5]=[C:4]([C:6]#[N:7])[N:3]=[CH:2]1.[CH3:8][Si:9]([CH3:16])([CH3:15])[CH2:10][CH2:11][O:12][CH2:13]Cl.C([O-])([O-])=O.[K+].[K+].CC(C)=O. The catalyst is C(OCC)(=O)C. The product is [CH3:8][Si:9]([CH3:16])([CH3:15])[CH2:10][CH2:11][O:12][CH2:13][N:1]1[CH:5]=[C:4]([C:6]#[N:7])[N:3]=[CH:2]1. The yield is 0.700. (2) The catalyst is Cl.O1CCOCC1. The yield is 0.980. The reactants are [CH2:1]([N:8]([CH2:20][C:21]1[CH:26]=[CH:25][CH:24]=[CH:23][CH:22]=1)[CH:9]1[CH2:13][CH:12]([C:14]([O:16]CC)=[O:15])[CH:11]([CH3:19])[CH2:10]1)[C:2]1[CH:7]=[CH:6][CH:5]=[CH:4][CH:3]=1. The product is [CH2:20]([N:8]([CH2:1][C:2]1[CH:7]=[CH:6][CH:5]=[CH:4][CH:3]=1)[CH:9]1[CH2:13][CH:12]([C:14]([OH:16])=[O:15])[CH:11]([CH3:19])[CH2:10]1)[C:21]1[CH:22]=[CH:23][CH:24]=[CH:25][CH:26]=1. (3) The reactants are [NH2:1][CH2:2][CH:3]1[CH2:8][CH2:7][CH:6]([CH2:9][NH2:10])[CH2:5][CH2:4]1.[OH2:11].[C:12](Cl)(Cl)=[O:13].Cl[C:17]1C=CC=CC=1Cl. No catalyst specified. The product is [N:1]([CH2:2][CH:3]1[CH2:8][CH2:7][CH:6]([CH2:9][N:10]=[C:12]=[O:13])[CH2:5][CH2:4]1)=[C:17]=[O:11]. The yield is 0.900. (4) The reactants are [CH:1]12[CH2:29][CH:4]([CH:5]([CH2:7][NH:8][C:9]([C:11]3[C:12]([S:17][CH2:18][CH2:19][C:20]([C:22]4[CH:27]=[CH:26][C:25]([F:28])=[CH:24][CH:23]=4)=[O:21])=[N:13][CH:14]=[CH:15][CH:16]=3)=[O:10])[CH2:6]1)[CH2:3][CH2:2]2.[BH4-].[Na+].C(Cl)Cl.CCCCCC.CC(=O)OCC. The yield is 0.450. The product is [CH:1]12[CH2:29][CH:4]([CH:5]([CH2:7][NH:8][C:9]([C:11]3[C:12]([S:17][CH2:18][CH2:19][CH:20]([C:22]4[CH:23]=[CH:24][C:25]([F:28])=[CH:26][CH:27]=4)[OH:21])=[N:13][CH:14]=[CH:15][CH:16]=3)=[O:10])[CH2:6]1)[CH2:3][CH2:2]2. The catalyst is CO.